Dataset: Reaction yield outcomes from USPTO patents with 853,638 reactions. Task: Predict the reaction yield, written as a fraction of the theoretical maximum amount of product (1.0 means a 100% yield; for example, 0.34 means a 34% yield). (1) The reactants are Br[C:2]1[CH:7]=[CH:6][C:5]([C:8]([F:11])([F:10])[F:9])=[CH:4][C:3]=1[F:12].[F:13][C:14]([F:34])([F:33])[O:15][C:16]1[CH:21]=[CH:20][C:19]([N:22]2[CH2:26][CH2:25][C:24]3([CH2:31][CH2:30][NH:29][CH2:28][CH2:27]3)[C:23]2=[O:32])=[CH:18][CH:17]=1.CC(C)([O-])C.[Na+].C1(C)C=CC=CC=1. The catalyst is C(OCC)(=O)C.C1C=CC(/C=C/C(/C=C/C2C=CC=CC=2)=O)=CC=1.C1C=CC(/C=C/C(/C=C/C2C=CC=CC=2)=O)=CC=1.C1C=CC(/C=C/C(/C=C/C2C=CC=CC=2)=O)=CC=1.[Pd].[Pd].C1C=CC(P(C2C(C3C(P(C4C=CC=CC=4)C4C=CC=CC=4)=CC=C4C=3C=CC=C4)=C3C(C=CC=C3)=CC=2)C2C=CC=CC=2)=CC=1. The product is [F:12][C:3]1[CH:4]=[C:5]([C:8]([F:11])([F:10])[F:9])[CH:6]=[CH:7][C:2]=1[N:29]1[CH2:30][CH2:31][C:24]2([C:23](=[O:32])[N:22]([C:19]3[CH:18]=[CH:17][C:16]([O:15][C:14]([F:33])([F:13])[F:34])=[CH:21][CH:20]=3)[CH2:26][CH2:25]2)[CH2:27][CH2:28]1. The yield is 0.660. (2) The reactants are [C:1]([C:5]1[CH:11]=[CH:10][C:8]([NH2:9])=[CH:7][CH:6]=1)([CH3:4])([CH3:3])[CH3:2].[F:12][C:13](I)([F:18])[C:14]([F:17])([F:16])[F:15].S(S([O-])=O)([O-])=O.[Na+].[Na+].C(=O)([O-])O.[Na+].S([O-])([O-])(=O)=O.C([N+](CCCC)(CCCC)CCCC)CCC.C([N+](CCCC)(CCCC)CCCC)CCC. The catalyst is C(OCC)(=O)C.O. The product is [C:1]([C:5]1[CH:6]=[CH:7][C:8]([NH2:9])=[C:10]([C:13]([F:18])([F:12])[C:14]([F:17])([F:16])[F:15])[CH:11]=1)([CH3:4])([CH3:2])[CH3:3]. The yield is 0.180. (3) The reactants are OC1C=CC=CN=1.[C:8]([O:12][C:13](=[O:41])[NH:14][C@H:15]([C@@H:34]1[CH2:38][C@@H:37]([CH3:39])[C:36](=[O:40])[O:35]1)[CH2:16][N:17]1[CH2:22][C:21](=[O:23])[N:20]([C:24]2[C:29]([F:30])=[CH:28][CH:27]=[CH:26][C:25]=2[F:31])[CH2:19][C:18]1([CH3:33])[CH3:32])([CH3:11])([CH3:10])[CH3:9].O.[CH3:43][C:44]([CH3:48])([CH3:47])[CH2:45][NH2:46]. No catalyst specified. The product is [C:8]([O:12][C:13](=[O:41])[NH:14][C@@H:15]([CH2:16][N:17]1[CH2:22][C:21](=[O:23])[N:20]([C:24]2[C:29]([F:30])=[CH:28][CH:27]=[CH:26][C:25]=2[F:31])[CH2:19][C:18]1([CH3:32])[CH3:33])[C@@H:34]([OH:35])[CH2:38][C@H:37]([C:36](=[O:40])[NH:46][CH2:45][C:44]([CH3:48])([CH3:47])[CH3:43])[CH3:39])([CH3:10])([CH3:11])[CH3:9]. The yield is 0.940. (4) The reactants are [C:1]([C:3]1[CH:4]=[C:5]2[C:9](=[CH:10][CH:11]=1)[NH:8][C:7]([C:12](=O)[C:13]([O:15]C)=O)=[CH:6]2)#[N:2].Cl.[NH2:19][C:20]1[CH:25]=[C:24]([O:26][CH3:27])[C:23]([O:28][CH3:29])=[CH:22][C:21]=1[NH2:30]. The catalyst is C(O)(=O)C.O. The product is [CH3:29][O:28][C:23]1[CH:22]=[C:21]2[C:20](=[CH:25][C:24]=1[O:26][CH3:27])[NH:19][C:13](=[O:15])[C:12]([C:7]1[NH:8][C:9]3[C:5]([CH:6]=1)=[CH:4][C:3]([C:1]#[N:2])=[CH:11][CH:10]=3)=[N:30]2. The yield is 0.734. (5) The reactants are [CH3:1][C:2]1[N:7]=C(C#N)[CH:5]=[CH:4][C:3]=1[C:10]1[CH:18]=[C:17]([C:19]([F:22])([F:21])[F:20])[CH:16]=[C:15]2[C:11]=1[CH:12]=[N:13][NH:14]2.[OH-:23].[Na+].Cl.[CH3:26][CH2:27][OH:28]. No catalyst specified. The product is [CH3:1][C:2]1[N:7]=[C:26]([C:27]([OH:23])=[O:28])[CH:5]=[CH:4][C:3]=1[C:10]1[CH:18]=[C:17]([C:19]([F:22])([F:21])[F:20])[CH:16]=[C:15]2[C:11]=1[CH:12]=[N:13][NH:14]2. The yield is 0.890.